Dataset: Reaction yield outcomes from USPTO patents with 853,638 reactions. Task: Predict the reaction yield, written as a fraction of the theoretical maximum amount of product (1.0 means a 100% yield; for example, 0.34 means a 34% yield). (1) The reactants are [NH2:1][C:2]1[CH:7]=[C:6]([C:8]2[S:9][CH:10]=[CH:11][CH:12]=2)[CH:5]=[CH:4][C:3]=1[NH:13][C:14](=[O:20])[O:15][C:16]([CH3:19])([CH3:18])[CH3:17].[CH3:21][N:22]([CH3:26])[C:23](Cl)=[O:24]. The catalyst is N1C=CC=CC=1.C1(C)C=CC=CC=1.O. The product is [CH3:21][N:22]([CH3:26])[C:23](=[O:24])[NH:1][C:2]1[CH:7]=[C:6]([C:8]2[S:9][CH:10]=[CH:11][CH:12]=2)[CH:5]=[CH:4][C:3]=1[NH:13][C:14](=[O:20])[O:15][C:16]([CH3:17])([CH3:19])[CH3:18]. The yield is 0.800. (2) The reactants are [NH2:1][C:2]1[CH:7]=[C:6]([O:8][C:9]2[CH:14]=[CH:13][C:12]([NH2:15])=[C:11]([F:16])[CH:10]=2)[N:5]=[CH:4][N:3]=1.C(=O)([O-])O.[Na+].Cl[C:23]([O:25][CH2:26][C:27]1[CH:32]=[CH:31][CH:30]=[CH:29][CH:28]=1)=[O:24]. The catalyst is CC(C)=O.O. The product is [NH2:1][C:2]1[N:3]=[CH:4][N:5]=[C:6]([O:8][C:9]2[CH:14]=[CH:13][C:12]([NH:15][C:23](=[O:24])[O:25][CH2:26][C:27]3[CH:32]=[CH:31][CH:30]=[CH:29][CH:28]=3)=[C:11]([F:16])[CH:10]=2)[CH:7]=1. The yield is 0.440. (3) The reactants are Br[C:2]1[CH:3]=[C:4]2[C:9](=[CH:10][CH:11]=1)[C:8](=[O:12])[CH2:7][CH2:6][CH2:5]2.[F:13][C:14]1[CH:19]=[CH:18][C:17]([OH:20])=[C:16]([CH3:21])[CH:15]=1.N1C=CC=CC=1CC(C)=O.C([O-])([O-])=O.[Cs+].[Cs+]. The catalyst is CS(C)=O.O. The product is [F:13][C:14]1[CH:19]=[CH:18][C:17]([O:20][C:2]2[CH:3]=[C:4]3[C:9](=[CH:10][CH:11]=2)[C:8](=[O:12])[CH2:7][CH2:6][CH2:5]3)=[C:16]([CH3:21])[CH:15]=1. The yield is 0.950. (4) The reactants are C[Si]([N:5]=[N+:6]=[N-:7])(C)C.[C:8]([C:10]1[CH:11]=[C:12]([C:17]2[N:18]=[C:19]([CH:29]([CH3:31])[CH3:30])[NH:20][C:21]=2[C:22]2[CH:27]=[CH:26][CH:25]=[C:24]([CH3:28])[N:23]=2)[CH:13]=[CH:14][C:15]=1[F:16])#[CH:9].C(=O)(O)[O-].[Na+]. The catalyst is C(OCC)C. The product is [F:16][C:15]1[CH:14]=[CH:13][C:12]([C:17]2[N:18]=[C:19]([CH:29]([CH3:30])[CH3:31])[NH:20][C:21]=2[C:22]2[CH:27]=[CH:26][CH:25]=[C:24]([CH3:28])[N:23]=2)=[CH:11][C:10]=1[C:8]1[N:5]=[N:6][NH:7][CH:9]=1. The yield is 0.330. (5) The reactants are [OH:1][N:2]=[CH:3][C:4]1[C:12]2[C:7](=[CH:8][CH:9]=[C:10]([O:13][CH2:14][C:15]([O:17][CH2:18][CH3:19])=[O:16])[CH:11]=2)[NH:6][CH:5]=1.C(=O)([O-])[O-].[Cs+].[Cs+].[F:26][C:27]([F:37])([F:36])[C:28]1[CH:35]=[CH:34][C:31]([CH2:32]Br)=[CH:30][CH:29]=1. The catalyst is CN(C=O)C. The product is [F:26][C:27]([F:37])([F:36])[C:28]1[CH:35]=[CH:34][C:31]([CH2:32][N:6]2[C:7]3[C:12](=[CH:11][C:10]([O:13][CH2:14][C:15]([O:17][CH2:18][CH3:19])=[O:16])=[CH:9][CH:8]=3)[C:4]([CH:3]=[N:2][O:1][CH2:32][C:31]3[CH:30]=[CH:29][C:28]([C:27]([F:26])([F:36])[F:37])=[CH:35][CH:34]=3)=[CH:5]2)=[CH:30][CH:29]=1. The yield is 0.560. (6) The reactants are [H-].[Na+].C(OC([NH:10][C@H:11]1[CH2:16][CH2:15][C@@H:14]([CH2:17][OH:18])[CH2:13][CH2:12]1)=O)(C)(C)C.[CH2:19]1OCCOCCOCCOCCOC1.CI. The catalyst is C1COCC1. The product is [CH3:19][O:18][CH2:17][C@@H:14]1[CH2:13][CH2:12][C@H:11]([NH2:10])[CH2:16][CH2:15]1. The yield is 0.790.